This data is from Catalyst prediction with 721,799 reactions and 888 catalyst types from USPTO. The task is: Predict which catalyst facilitates the given reaction. (1) Reactant: [CH:1]1([CH2:4][O:5][C:6]2[CH:14]=[CH:13][C:9]3[O:10][CH2:11][O:12][C:8]=3[C:7]=2[C:15]2[C:16]3[NH:23][CH:22]=[C:21]([C:24]([OH:26])=O)[C:17]=3[N:18]=[CH:19][N:20]=2)[CH2:3][CH2:2]1.CCN(C(C)C)C(C)C.CN(C(ON1N=NC2C=CC=CC1=2)=[N+](C)C)C.F[P-](F)(F)(F)(F)F.Cl.[NH2:61][C@@H:62]([CH2:92][C:93]1[CH:98]=[CH:97][C:96]([O:99][CH3:100])=[C:95]([O:101][CH3:102])[CH:94]=1)[C:63]([N:65]1[CH2:70][CH2:69][CH:68]([N:71]2[N:80]=[C:79]([C:81]3[CH:86]=[CH:85][C:84]([O:87][CH3:88])=[C:83]([O:89][CH3:90])[CH:82]=3)[C@@H:78]3[C@@H:73]([CH2:74][CH2:75][CH2:76][CH2:77]3)[C:72]2=[O:91])[CH2:67][CH2:66]1)=[O:64].C(=O)(O)[O-].[Na+]. Product: [CH:1]1([CH2:4][O:5][C:6]2[CH:14]=[CH:13][C:9]3[O:10][CH2:11][O:12][C:8]=3[C:7]=2[C:15]2[C:16]3[NH:23][CH:22]=[C:21]([C:24]([NH:61][C@@H:62]([CH2:92][C:93]4[CH:98]=[CH:97][C:96]([O:99][CH3:100])=[C:95]([O:101][CH3:102])[CH:94]=4)[C:63]([N:65]4[CH2:66][CH2:67][CH:68]([N:71]5[N:80]=[C:79]([C:81]6[CH:86]=[CH:85][C:84]([O:87][CH3:88])=[C:83]([O:89][CH3:90])[CH:82]=6)[C@@H:78]6[C@@H:73]([CH2:74][CH2:75][CH2:76][CH2:77]6)[C:72]5=[O:91])[CH2:69][CH2:70]4)=[O:64])=[O:26])[C:17]=3[N:18]=[CH:19][N:20]=2)[CH2:3][CH2:2]1. The catalyst class is: 2. (2) Reactant: [CH3:1][NH:2][CH3:3].[CH2:4]=O.[S:6]1[C:13]2[CH:12]=[C:11]([C:14]([O:16][CH3:17])=[O:15])[NH:10][C:9]=2[CH:8]=[CH:7]1.[OH-].[Na+]. Product: [CH3:1][N:2]([CH2:4][C:12]1[C:13]2[S:6][CH:7]=[CH:8][C:9]=2[NH:10][C:11]=1[C:14]([O:16][CH3:17])=[O:15])[CH3:3]. The catalyst class is: 15. (3) Reactant: [NH2:1][C:2]1[C:3]([CH3:25])=[C:4]2[C:8](=[CH:9][CH:10]=1)[N:7]([CH3:11])[CH:6]=[C:5]2[CH:12]1[CH2:17][CH2:16][N:15]([C:18]([CH:20]2[CH2:24][CH2:23][CH2:22][CH2:21]2)=[O:19])[CH2:14][CH2:13]1.C(N(CC)CC)C.[C:33]([C:35]1[CH:36]=[C:37]([CH:41]=[CH:42][CH:43]=1)[C:38](Cl)=[O:39])#[N:34].O. Product: [C:33]([C:35]1[CH:36]=[C:37]([CH:41]=[CH:42][CH:43]=1)[C:38]([NH:1][C:2]1[C:3]([CH3:25])=[C:4]2[C:8](=[CH:9][CH:10]=1)[N:7]([CH3:11])[CH:6]=[C:5]2[CH:12]1[CH2:13][CH2:14][N:15]([C:18]([CH:20]2[CH2:24][CH2:23][CH2:22][CH2:21]2)=[O:19])[CH2:16][CH2:17]1)=[O:39])#[N:34]. The catalyst class is: 2. (4) Reactant: [Cl:1][C:2]1[CH:3]=[CH:4][C:5]([NH:11][C:12](=[O:15])[CH2:13]Cl)=[C:6]([CH:10]=1)[C:7]([OH:9])=[O:8].[F:16][C:17]1[CH:22]=[CH:21][C:20]([C:23]2[CH:28]=[CH:27][C:26]([CH3:29])=[C:25]([NH2:30])[CH:24]=2)=[CH:19][CH:18]=1.[I-].[Na+]. Product: [Cl:1][C:2]1[CH:3]=[CH:4][C:5]([NH:11][C:12](=[O:15])[CH2:13][NH:30][C:25]2[CH:24]=[C:23]([C:20]3[CH:21]=[CH:22][C:17]([F:16])=[CH:18][CH:19]=3)[CH:28]=[CH:27][C:26]=2[CH3:29])=[C:6]([CH:10]=1)[C:7]([OH:9])=[O:8]. The catalyst class is: 39. (5) Reactant: [Li+].CC([N-]C(C)C)C.[Cl:9][C:10]1[CH:11]=[C:12]([F:17])[C:13]([NH2:16])=[N:14][CH:15]=1.[Cl:18]C(Cl)(Cl)C(Cl)(Cl)Cl. Product: [Cl:18][C:11]1[C:10]([Cl:9])=[CH:15][N:14]=[C:13]([NH2:16])[C:12]=1[F:17]. The catalyst class is: 1. (6) Reactant: Cl.[NH2:2][C@H:3]([C:5]1[C:6](=[O:16])[NH:7][C:8]2[C:13]([CH:14]=1)=[CH:12][C:11]([Cl:15])=[CH:10][CH:9]=2)[CH3:4].Cl[C:18]1[N:23]=[C:22]([N:24]2[C@@H:28]([CH:29]([CH3:31])[CH3:30])[CH2:27][O:26][C:25]2=[O:32])[CH:21]=[CH:20][N:19]=1.CCN(C(C)C)C(C)C. Product: [Cl:15][C:11]1[CH:12]=[C:13]2[C:8](=[CH:9][CH:10]=1)[NH:7][C:6](=[O:16])[C:5]([C@@H:3]([NH:2][C:18]1[N:23]=[C:22]([N:24]3[C@@H:28]([CH:29]([CH3:30])[CH3:31])[CH2:27][O:26][C:25]3=[O:32])[CH:21]=[CH:20][N:19]=1)[CH3:4])=[CH:14]2. The catalyst class is: 197. (7) Reactant: [F:1][CH:2]([C:12]1[CH:17]=[CH:16][C:15]([C:18]2[CH:23]=[C:22]([O:24][CH3:25])[CH:21]=[CH:20][C:19]=2[F:26])=[C:14]([CH2:27][C:28]([CH3:31])([CH3:30])[CH3:29])[N:13]=1)[CH2:3][C:4]1[CH:5]=[C:6]([CH2:10][OH:11])[CH:7]=[CH:8][CH:9]=1.CC(OI1(OC(C)=O)(OC(C)=O)OC(=O)C2C=CC=CC1=2)=O.S([O-])([O-])(=O)=S.[Na+].[Na+]. Product: [F:1][CH:2]([C:12]1[CH:17]=[CH:16][C:15]([C:18]2[CH:23]=[C:22]([O:24][CH3:25])[CH:21]=[CH:20][C:19]=2[F:26])=[C:14]([CH2:27][C:28]([CH3:31])([CH3:30])[CH3:29])[N:13]=1)[CH2:3][C:4]1[CH:5]=[C:6]([CH:7]=[CH:8][CH:9]=1)[CH:10]=[O:11]. The catalyst class is: 16.